Dataset: Forward reaction prediction with 1.9M reactions from USPTO patents (1976-2016). Task: Predict the product of the given reaction. Given the reactants C(=O)([O-])[O-].[K+].[K+].[C:7]([O:11][C:12](=[O:39])[NH:13][S:14]([C:17]1[CH:22]=[CH:21][C:20]([N:23]2[C:27]([C:28]3[CH:33]=[CH:32][C:31]([CH3:34])=[CH:30][CH:29]=3)=[CH:26][C:25]([C:35]([F:38])([F:37])[F:36])=[N:24]2)=[CH:19][CH:18]=1)(=[O:16])=[O:15])([CH3:10])([CH3:9])[CH3:8].Br[CH2:41][C:42]([O:44][C:45]([CH3:48])([CH3:47])[CH3:46])=[O:43].O, predict the reaction product. The product is: [C:7]([O:11][C:12]([N:13]([S:14]([C:17]1[CH:18]=[CH:19][C:20]([N:23]2[C:27]([C:28]3[CH:29]=[CH:30][C:31]([CH3:34])=[CH:32][CH:33]=3)=[CH:26][C:25]([C:35]([F:37])([F:38])[F:36])=[N:24]2)=[CH:21][CH:22]=1)(=[O:15])=[O:16])[CH2:41][C:42]([O:44][C:45]([CH3:48])([CH3:47])[CH3:46])=[O:43])=[O:39])([CH3:10])([CH3:8])[CH3:9].